Dataset: Forward reaction prediction with 1.9M reactions from USPTO patents (1976-2016). Task: Predict the product of the given reaction. (1) Given the reactants [CH2:1]([N:4]=[C:5]=[O:6])[CH2:2][CH3:3].[CH2:7]([O:14][C@@H:15]([CH3:20])[C:16]([NH:18][NH2:19])=[O:17])[C:8]1[CH:13]=[CH:12][CH:11]=[CH:10][CH:9]=1, predict the reaction product. The product is: [CH2:7]([O:14][C@@H:15]([CH3:20])[C:16]([NH:18][NH:19][C:5]([NH:4][CH2:1][CH2:2][CH3:3])=[O:6])=[O:17])[C:8]1[CH:13]=[CH:12][CH:11]=[CH:10][CH:9]=1. (2) Given the reactants [CH3:1][CH:2]([CH3:20])[CH2:3][NH:4][C:5](=[O:19])[CH:6]([C:8]1[CH:13]=[CH:12][C:11]([C:14]2[CH:18]=[CH:17][S:16][CH:15]=2)=[CH:10][CH:9]=1)[CH3:7].[CH3:21][Si]([N-][Si](C)(C)C)(C)C.[Na+].IC, predict the reaction product. The product is: [CH3:21][N:4]([CH2:3][CH:2]([CH3:20])[CH3:1])[C:5](=[O:19])[CH:6]([C:8]1[CH:13]=[CH:12][C:11]([C:14]2[CH:18]=[CH:17][S:16][CH:15]=2)=[CH:10][CH:9]=1)[CH3:7]. (3) The product is: [C:1]([NH:9][C:10]1[CH:11]=[C:12]([CH:16]=[CH:17][CH:18]=1)[C:13]([Cl:21])=[O:14])(=[O:8])[C:2]1[CH:7]=[CH:6][CH:5]=[CH:4][CH:3]=1. Given the reactants [C:1]([NH:9][C:10]1[CH:11]=[C:12]([CH:16]=[CH:17][CH:18]=1)[C:13](O)=[O:14])(=[O:8])[C:2]1[CH:7]=[CH:6][CH:5]=[CH:4][CH:3]=1.S(Cl)([Cl:21])=O, predict the reaction product. (4) The product is: [CH2:1]([C:3]1[CH:4]=[C:5]([CH:8]=[C:9]([CH3:12])[C:10]=1[O:11][CH2:35][CH:33]1[CH2:32][O:34]1)[C:6]#[N:7])[CH3:2]. Given the reactants [CH2:1]([C:3]1[CH:4]=[C:5]([CH:8]=[C:9]([CH3:12])[C:10]=1[OH:11])[C:6]#[N:7])[CH3:2].C1C=CC(P(C2C=CC=CC=2)C2C=CC=CC=2)=CC=1.[CH2:32]1[O:34][C@@H:33]1[CH2:35]O.CCOC(/N=N/C(OCC)=O)=O.C1(C)C=CC=CC=1, predict the reaction product. (5) Given the reactants [Cl:1][C:2]1[CH:3]=[N:4][CH:5]=[C:6]([Cl:28])[C:7]=1[NH:8][C:9]1[NH:27][C:12]2=[N:13][C:14]([O:21][CH:22]3[CH2:26][CH2:25][O:24][CH2:23]3)=[C:15]([C:17]([O:19]C)=[O:18])[CH:16]=[C:11]2[N:10]=1.[OH-].[Na+], predict the reaction product. The product is: [Cl:28][C:6]1[CH:5]=[N:4][CH:3]=[C:2]([Cl:1])[C:7]=1[NH:8][C:9]1[NH:27][C:12]2=[N:13][C:14]([O:21][CH:22]3[CH2:26][CH2:25][O:24][CH2:23]3)=[C:15]([C:17]([OH:19])=[O:18])[CH:16]=[C:11]2[N:10]=1.